The task is: Predict the reaction yield, written as a fraction of the theoretical maximum amount of product (1.0 means a 100% yield; for example, 0.34 means a 34% yield).. This data is from Reaction yield outcomes from USPTO patents with 853,638 reactions. (1) The reactants are [H-].[Na+].[C:3]1([SH:9])[CH:8]=[CH:7][CH:6]=[CH:5][CH:4]=1.Br[C:11]([F:18])([F:17])[C:12]([O:14][CH2:15][CH3:16])=[O:13]. The catalyst is CS(C)=O. The product is [F:17][C:11]([F:18])([S:9][C:3]1[CH:8]=[CH:7][CH:6]=[CH:5][CH:4]=1)[C:12]([O:14][CH2:15][CH3:16])=[O:13]. The yield is 0.840. (2) The reactants are [Si]([O:8][C@H:9]1[CH2:14][CH2:13][C@H:12]([CH2:15][C@H:16]([NH:30][C:31](=[O:37])[O:32][C:33]([CH3:36])([CH3:35])[CH3:34])[CH2:17][N:18]([C:20]([O:22][CH2:23][C:24]2[CH:29]=[CH:28][CH:27]=[CH:26][CH:25]=2)=[O:21])[CH3:19])[CH2:11][CH2:10]1)(C(C)(C)C)(C)C.[N+](CCCC)(CCCC)(CCCC)CCCC.[F-].C1COCC1. The catalyst is O. The product is [OH:8][C@H:9]1[CH2:14][CH2:13][C@H:12]([CH2:15][C@H:16]([NH:30][C:31](=[O:37])[O:32][C:33]([CH3:35])([CH3:34])[CH3:36])[CH2:17][N:18]([C:20]([O:22][CH2:23][C:24]2[CH:25]=[CH:26][CH:27]=[CH:28][CH:29]=2)=[O:21])[CH3:19])[CH2:11][CH2:10]1. The yield is 0.640.